This data is from Full USPTO retrosynthesis dataset with 1.9M reactions from patents (1976-2016). The task is: Predict the reactants needed to synthesize the given product. (1) Given the product [Cl:14][C:15]1[CH:20]=[CH:19][C:18]([C:5]2[S:1][C:2]3[CH:11]=[CH:10][CH:9]=[CH:8][C:3]=3[C:4]=2[CH:6]=[O:7])=[CH:17][CH:16]=1, predict the reactants needed to synthesize it. The reactants are: [S:1]1[CH:5]=[C:4]([CH:6]=[O:7])[C:3]2[CH:8]=[CH:9][CH:10]=[CH:11][C:2]1=2.[Li+].[Cl-].[Cl:14][C:15]1[CH:20]=[CH:19][C:18](I)=[CH:17][CH:16]=1. (2) Given the product [Cl:15][P:1]([NH:22][C@H:21]([C:20]([O:19][CH2:17][CH3:18])=[O:24])[CH3:23])([O:3][C:4]1[C:13]2[C:8](=[CH:9][CH:10]=[CH:11][CH:12]=2)[CH:7]=[CH:6][CH:5]=1)=[O:2], predict the reactants needed to synthesize it. The reactants are: [P:1]([Cl:15])(Cl)([O:3][C:4]1[C:13]2[C:8](=[CH:9][CH:10]=[CH:11][CH:12]=2)[CH:7]=[CH:6][CH:5]=1)=[O:2].Cl.[CH2:17]([O:19][C:20](=[O:24])[C@H:21]([CH3:23])[NH2:22])[CH3:18].CCN(CC)CC.